Dataset: Full USPTO retrosynthesis dataset with 1.9M reactions from patents (1976-2016). Task: Predict the reactants needed to synthesize the given product. (1) Given the product [CH2:1]([O:3][C:4]1[CH:23]=[CH:22][CH:21]=[CH:20][C:5]=1[O:6][C@@H:7]1[CH2:12][CH2:11][CH2:10][NH:9][CH2:8]1)[CH3:2], predict the reactants needed to synthesize it. The reactants are: [CH2:1]([O:3][C:4]1[CH:23]=[CH:22][CH:21]=[CH:20][C:5]=1[O:6][C@@H:7]1[CH2:12][CH2:11][CH2:10][N:9](C(OC(C)(C)C)=O)[CH2:8]1)[CH3:2].FC(F)(F)C(O)=O. (2) Given the product [ClH:18].[ClH:37].[F:1][C:2]([F:36])([F:35])[C:3]1[CH:4]=[C:5]([CH:28]=[C:29]([C:31]([F:34])([F:33])[F:32])[CH:30]=1)[C:6]([N:8]1[CH2:13][CH2:12][N:11]([CH2:14][C:15]#[C:16][CH2:17][N:40]2[CH2:41][CH2:42][O:43][CH2:44][CH:39]2[CH3:38])[CH2:10][C@H:9]1[CH2:19][C:20]1[CH:25]=[CH:24][C:23]([CH3:26])=[C:22]([CH3:27])[CH:21]=1)=[O:7], predict the reactants needed to synthesize it. The reactants are: [F:1][C:2]([F:36])([F:35])[C:3]1[CH:4]=[C:5]([CH:28]=[C:29]([C:31]([F:34])([F:33])[F:32])[CH:30]=1)[C:6]([N:8]1[CH2:13][CH2:12][N:11]([CH2:14][C:15]#[C:16][CH2:17][Cl:18])[CH2:10][C@H:9]1[CH2:19][C:20]1[CH:25]=[CH:24][C:23]([CH3:26])=[C:22]([CH3:27])[CH:21]=1)=[O:7].[ClH:37].[CH3:38][CH:39]1[CH2:44][O:43][CH2:42][CH2:41][NH:40]1.C(=O)([O-])[O-].[K+].[K+].[I-].[K+].